Dataset: Catalyst prediction with 721,799 reactions and 888 catalyst types from USPTO. Task: Predict which catalyst facilitates the given reaction. (1) Reactant: [CH3:1][C:2]1[CH:3]2[CH2:9][CH:8]([CH:10]([CH3:12])[CH3:11])[CH:6]([CH:7]=1)[C:5](=[O:13])[CH2:4]2.[BH4-].[Na+]. Product: [CH:10]([CH:8]1[CH2:9][CH:3]2[C:2]([CH3:1])=[CH:7][CH:6]1[CH:5]([OH:13])[CH2:4]2)([CH3:12])[CH3:11]. The catalyst class is: 5. (2) Product: [CH2:11]([C:18]1([N:25]([CH3:26])[CH3:27])[CH2:23][CH2:22][CH:21]([NH:1][CH:2]2[C:10]3[C:5](=[CH:6][CH:7]=[CH:8][CH:9]=3)[CH2:4][CH2:3]2)[CH2:20][CH2:19]1)[C:12]1[CH:17]=[CH:16][CH:15]=[CH:14][CH:13]=1. Reactant: [NH2:1][CH:2]1[C:10]2[C:5](=[CH:6][CH:7]=[CH:8][CH:9]=2)[CH2:4][CH2:3]1.[CH2:11]([C:18]1([N:25]([CH3:27])[CH3:26])[CH2:23][CH2:22][C:21](=O)[CH2:20][CH2:19]1)[C:12]1[CH:17]=[CH:16][CH:15]=[CH:14][CH:13]=1.S([O-])([O-])(=O)=O.[Na+].[Na+]. The catalyst class is: 26. (3) Reactant: Cl[C:2]1[N:10]=[C:9]2[C:5]([N:6]=[CH:7][N:8]2[CH2:11][CH2:12][CH3:13])=[C:4]([NH:14][C:15]2[CH:20]=[CH:19][CH:18]=[CH:17][CH:16]=2)[N:3]=1.[NH2:21][C@H:22]([CH2:25][CH3:26])[CH2:23][OH:24]. Product: [C:15]1([NH:14][C:4]2[N:3]=[C:2]([NH:21][C@H:22]([CH2:25][CH3:26])[CH2:23][OH:24])[N:10]=[C:9]3[C:5]=2[N:6]=[CH:7][N:8]3[CH2:11][CH2:12][CH3:13])[CH:20]=[CH:19][CH:18]=[CH:17][CH:16]=1. The catalyst class is: 6. (4) Reactant: [N+:1]([C:4]1[CH:8]=[N:7][NH:6][C:5]=1[NH2:9])([O-:3])=[O:2].[CH3:10][N:11]([C:23]1[CH:28]=[CH:27][CH:26]=[C:25]([C:29](=O)[CH:30]=[CH:31]N(C)C)[CH:24]=1)[S:12]([C:15]1[CH:20]=[CH:19][C:18]([O:21][CH3:22])=[CH:17][CH:16]=1)(=[O:14])=[O:13].C(OCC)(=O)C. Product: [CH3:10][N:11]([C:23]1[CH:28]=[CH:27][CH:26]=[C:25]([C:29]2[N:6]3[N:7]=[CH:8][C:4]([N+:1]([O-:3])=[O:2])=[C:5]3[N:9]=[CH:31][CH:30]=2)[CH:24]=1)[S:12]([C:15]1[CH:16]=[CH:17][C:18]([O:21][CH3:22])=[CH:19][CH:20]=1)(=[O:13])=[O:14]. The catalyst class is: 15. (5) Product: [C:27]([O:26][C:24]([C:10]1[C:11]([C:21](=[O:22])[NH:31][CH:32]([CH3:33])[CH2:34][OH:35])=[N:12][C:13]([C:14]2[CH:19]=[CH:18][C:17]([Cl:20])=[CH:16][CH:15]=2)=[C:8]([C:5]2[CH:6]=[CH:7][C:2]([Cl:1])=[CH:3][CH:4]=2)[N:9]=1)=[O:25])([CH3:28])([CH3:30])[CH3:29]. The catalyst class is: 96. Reactant: [Cl:1][C:2]1[CH:7]=[CH:6][C:5]([C:8]2[N:9]=[C:10]([C:24]([O:26][C:27]([CH3:30])([CH3:29])[CH3:28])=[O:25])[C:11]([C:21](O)=[O:22])=[N:12][C:13]=2[C:14]2[CH:19]=[CH:18][C:17]([Cl:20])=[CH:16][CH:15]=2)=[CH:4][CH:3]=1.[NH2:31][CH:32]([CH2:34][OH:35])[CH3:33].C(N(CC)CC)C.C1CN([P+](ON2N=NC3C=CC=CC2=3)(N2CCCC2)N2CCCC2)CC1.F[P-](F)(F)(F)(F)F. (6) Reactant: [Br:1][C:2]1[CH:3]=[CH:4][C:5]([O:12][CH3:13])=[C:6]([S:8](Cl)(=[O:10])=[O:9])[CH:7]=1.[CH:14]1([NH2:20])[CH2:19][CH2:18][CH2:17][CH2:16][CH2:15]1.CCN(C(C)C)C(C)C.Cl. Product: [Br:1][C:2]1[CH:3]=[CH:4][C:5]([O:12][CH3:13])=[C:6]([S:8]([NH:20][CH:14]2[CH2:19][CH2:18][CH2:17][CH2:16][CH2:15]2)(=[O:10])=[O:9])[CH:7]=1. The catalyst class is: 2.